Dataset: Reaction yield outcomes from USPTO patents with 853,638 reactions. Task: Predict the reaction yield, written as a fraction of the theoretical maximum amount of product (1.0 means a 100% yield; for example, 0.34 means a 34% yield). (1) The catalyst is Cl. The reactants are [CH2:1]([O:3][C:4](=[O:34])[C:5]1[CH:10]=[CH:9][CH:8]=[C:7]([N:11]2[C:15](C)=[CH:14][CH:13]=[C:12]2[C:17]2[CH:22]=[C:21]([Br:23])[CH:20]=[CH:19][C:18]=2[O:24]CC2C=CC(OC)=CC=2)[CH:6]=1)[CH3:2].O1CCOC[CH2:36]1. The product is [CH2:1]([O:3][C:4](=[O:34])[C:5]1[CH:10]=[CH:9][CH:8]=[C:7]([N:11]2[CH:15]=[CH:14][C:13]([CH3:36])=[C:12]2[C:17]2[CH:22]=[C:21]([Br:23])[CH:20]=[CH:19][C:18]=2[OH:24])[CH:6]=1)[CH3:2]. The yield is 0.180. (2) The reactants are [CH3:1][O:2][C:3]1[N:4]=[C:5]2[C:10](=[CH:11][CH:12]=1)[N:9]=[CH:8][CH:7]=[C:6]2[CH2:13][CH2:14][N:15]1[CH2:20][CH2:19][N:18]([NH2:21])[CH2:17][CH2:16]1.CCN(C(C)C)C(C)C.[O:31]=[C:32]1[CH2:37][S:36][C:35]2[CH:38]=[CH:39][C:40]([S:42](Cl)(=[O:44])=[O:43])=[N:41][C:34]=2[NH:33]1. The catalyst is C(Cl)Cl. The product is [CH3:1][O:2][C:3]1[N:4]=[C:5]2[C:10](=[CH:11][CH:12]=1)[N:9]=[CH:8][CH:7]=[C:6]2[CH2:13][CH2:14][N:15]1[CH2:16][CH2:17][N:18]([NH:21][S:42]([C:40]2[CH:39]=[CH:38][C:35]3[S:36][CH2:37][C:32](=[O:31])[NH:33][C:34]=3[N:41]=2)(=[O:44])=[O:43])[CH2:19][CH2:20]1. The yield is 0.0600. (3) The reactants are [C:1]1([C:7]2[C:12]([F:13])=[CH:11][C:10]([O:14]CC3C=CC=CC=3)=[CH:9][N:8]=2)[CH:6]=[CH:5][CH:4]=[CH:3][CH:2]=1.CO.C(OCC)(=O)C.[OH-].[Na+]. The catalyst is [Pd].C(O)(=O)C. The product is [F:13][C:12]1[CH:11]=[C:10]([OH:14])[CH:9]=[N:8][C:7]=1[C:1]1[CH:6]=[CH:5][CH:4]=[CH:3][CH:2]=1. The yield is 0.770. (4) The reactants are [CH2:1]([O:4][C:5]1[CH:10]=[CH:9][C:8]([C:11]2[O:15][N:14]=[C:13]([C:16]3[CH:17]=[CH:18][C:19]4[O:23][C:22]([C:24]5([NH:32]C(=O)OC(C)(C)C)[CH2:29][O:28]C(C)(C)[O:26][CH2:25]5)=[CH:21][C:20]=4[CH:40]=3)[N:12]=2)=[CH:7][C:6]=1[O:41][CH3:42])[CH2:2][CH3:3].ClC1C=C(C2ON=C(C3C=CC4OC(C5(NC(=O)OC(C)(C)C)COC(C)(C)OC5)=CC=4C=3)N=2)C=CC=1OCCC. No catalyst specified. The product is [NH2:32][C:24]([C:22]1[O:23][C:19]2[CH:18]=[CH:17][C:16]([C:13]3[N:12]=[C:11]([C:8]4[CH:9]=[CH:10][C:5]([O:4][CH2:1][CH2:2][CH3:3])=[C:6]([O:41][CH3:42])[CH:7]=4)[O:15][N:14]=3)=[CH:40][C:20]=2[CH:21]=1)([CH2:25][OH:26])[CH2:29][OH:28]. The yield is 0.570. (5) The reactants are [C:1](=O)([O-])[O-].[K+].[K+].IC.[CH3:9][C:10]1[CH:11]=[CH:12][C:13]2[NH:18][N:17]=[C:16]([C:19]([O:21][CH3:22])=[O:20])[S:15](=[O:24])(=[O:23])[C:14]=2[CH:25]=1.C(Cl)Cl. The catalyst is CN(C=O)C. The product is [CH3:1][N:18]1[C:13]2[CH:12]=[CH:11][C:10]([CH3:9])=[CH:25][C:14]=2[S:15](=[O:23])(=[O:24])[C:16]([C:19]([O:21][CH3:22])=[O:20])=[N:17]1. The yield is 0.850. (6) The reactants are ClS(O)(=O)=O.[N+:6]([C:9]1[CH:25]=[CH:24][CH:23]=[CH:22][C:10]=1[O:11]/[C:12](=[CH:17]\[C:18]([O:20]C)=O)/[C:13]([O:15][CH3:16])=[O:14])([O-:8])=[O:7].[N+](C1C=CC=CC=1O/C(=C/C(OC)=O)/C(OC)=O)([O-])=O. No catalyst specified. The product is [N+:6]([C:9]1[C:10]2[O:11][C:12]([C:13]([O:15][CH3:16])=[O:14])=[CH:17][C:18](=[O:20])[C:22]=2[CH:23]=[CH:24][CH:25]=1)([O-:8])=[O:7]. The yield is 0.920. (7) The reactants are [Cl:1][C:2]1[C:3]([F:19])=[C:4]([N:8]2[C:12]([CH3:13])=[C:11]([C:14]([O:16]CC)=[O:15])[CH:10]=[N:9]2)[CH:5]=[CH:6][CH:7]=1.[OH-].[Na+]. The catalyst is CO. The product is [Cl:1][C:2]1[C:3]([F:19])=[C:4]([N:8]2[C:12]([CH3:13])=[C:11]([C:14]([OH:16])=[O:15])[CH:10]=[N:9]2)[CH:5]=[CH:6][CH:7]=1. The yield is 1.07. (8) The reactants are ClC(O[C:5]1[C:13]2[NH:12][C:11]([OH:14])=[N:10][C:9]=2[CH:8]=[CH:7][CH:6]=1)=O.[NH2:15][C:16]1[CH:21]=[CH:20][C:19]([C:22]2[CH:27]=[CH:26][CH:25]=[CH:24][CH:23]=2)=[CH:18][CH:17]=1.C1C[O:31][CH2:30]C1. No catalyst specified. The product is [C:19]1([C:22]2[CH:27]=[CH:26][CH:25]=[CH:24][CH:23]=2)[CH:18]=[CH:17][C:16]([NH:15][C:30]([N:10]2[C:9]3[CH:8]=[CH:7][CH:6]=[CH:5][C:13]=3[NH:12][C:11]2=[O:14])=[O:31])=[CH:21][CH:20]=1. The yield is 0.250. (9) The reactants are C1(S([N:10]2[C:18]3[C:13](=[CH:14][CH:15]=[C:16]([F:19])[CH:17]=3)[C:12]([C:20]3[CH:21]=[C:22]4[C:26](=[CH:27][CH:28]=3)[NH:25][C:24](=[O:29])[CH2:23]4)=[CH:11]2)(=O)=O)C=CC=CC=1.[NH4+].[Cl-]. The catalyst is CO. The product is [F:19][C:16]1[CH:17]=[C:18]2[C:13]([C:12]([C:20]3[CH:21]=[C:22]4[C:26](=[CH:27][CH:28]=3)[NH:25][C:24](=[O:29])[CH2:23]4)=[CH:11][NH:10]2)=[CH:14][CH:15]=1. The yield is 0.300.